From a dataset of Forward reaction prediction with 1.9M reactions from USPTO patents (1976-2016). Predict the product of the given reaction. (1) Given the reactants CC([N:5]([C@H:9]1[CH2:14][CH2:13][C@@H:12]([CH3:15])[N:11]([C:16]2[CH:21]=[C:20]([C:22]3[CH:27]=[CH:26][C:25]([C:28]#[N:29])=[C:24]([F:30])[CH:23]=3)[N:19]=[C:18]([NH2:31])[N:17]=2)[CH2:10]1)[C:6](=O)[O-:7])(C)C.Cl.C(O)(=O)[C:34]1[CH:39]=[CH:38][CH:37]=[CH:36][CH:35]=1.C(Cl)CCl.C1C=CC2N(O)N=NC=2C=1.CN1CCOCC1, predict the reaction product. The product is: [NH2:31][C:18]1[N:17]=[C:16]([N:11]2[C@H:12]([CH3:15])[CH2:13][CH2:14][C@H:9]([NH:5][C:6](=[O:7])[C:34]3[CH:39]=[CH:38][CH:37]=[CH:36][CH:35]=3)[CH2:10]2)[CH:21]=[C:20]([C:22]2[CH:27]=[CH:26][C:25]([C:28]#[N:29])=[C:24]([F:30])[CH:23]=2)[N:19]=1. (2) Given the reactants Cl[C:2]1[CH:7]=[CH:6][N:5]2[N:8]=[CH:9][C:10]([C:11]3[CH:16]=[C:15]([O:17][CH3:18])[C:14]([O:19][CH3:20])=[C:13]([O:21][CH3:22])[CH:12]=3)=[C:4]2[N:3]=1.[F:23][C:24]1[CH:30]=[CH:29][C:27]([NH2:28])=[CH:26][CH:25]=1.C(=O)([O-])[O-].[K+].[K+], predict the reaction product. The product is: [F:23][C:24]1[CH:30]=[CH:29][C:27]([NH:28][C:2]2[CH:7]=[CH:6][N:5]3[N:8]=[CH:9][C:10]([C:11]4[CH:16]=[C:15]([O:17][CH3:18])[C:14]([O:19][CH3:20])=[C:13]([O:21][CH3:22])[CH:12]=4)=[C:4]3[N:3]=2)=[CH:26][CH:25]=1. (3) Given the reactants [CH:1]([C:4]1[C:12]([CH:13](O)[CH:14]([CH3:16])[CH3:15])=[C:7]2[CH:8]=[CH:9][CH:10]=[CH:11][N:6]2[N:5]=1)([CH3:3])[CH3:2].P(Cl)(Cl)(Cl)(Cl)Cl.N1C=CC=CC=1, predict the reaction product. The product is: [CH:1]([C:4]1[C:12]([CH:13]=[C:14]([CH3:16])[CH3:15])=[C:7]2[CH:8]=[CH:9][CH:10]=[CH:11][N:6]2[N:5]=1)([CH3:3])[CH3:2]. (4) Given the reactants [Cl:1][C:2]1[CH:35]=[CH:34][C:5]([CH2:6][N:7]([C:23]2[CH:24]=[CH:25][C:26]([OH:33])=[C:27]([CH:32]=2)[C:28]([O:30]C)=[O:29])[C:8](=[O:22])[C:9]2[CH:14]=[CH:13][C:12]([O:15][C:16]3[CH:21]=[CH:20][CH:19]=[CH:18][CH:17]=3)=[CH:11][CH:10]=2)=[CH:4][CH:3]=1, predict the reaction product. The product is: [Cl:1][C:2]1[CH:3]=[CH:4][C:5]([CH2:6][N:7]([C:23]2[CH:24]=[CH:25][C:26]([OH:33])=[C:27]([CH:32]=2)[C:28]([OH:30])=[O:29])[C:8](=[O:22])[C:9]2[CH:14]=[CH:13][C:12]([O:15][C:16]3[CH:21]=[CH:20][CH:19]=[CH:18][CH:17]=3)=[CH:11][CH:10]=2)=[CH:34][CH:35]=1. (5) Given the reactants [CH:1]1([C:6]([N:8]2[CH2:13][CH:12]([C:14]3[CH:19]=[CH:18][C:17]([CH2:20][CH3:21])=[CH:16][CH:15]=3)[CH2:11][CH:10]([C:22](O)=[O:23])[CH2:9]2)=[O:7])[CH2:5][CH2:4][CH2:3][CH2:2]1.O[N:26]=[C:27]([C:29]1[CH:34]=[CH:33][CH:32]=[CH:31][CH:30]=1)[NH2:28], predict the reaction product. The product is: [CH:1]1([C:6]([N:8]2[CH2:9][CH:10]([C:22]3[O:23][N:28]=[C:27]([C:29]4[CH:34]=[CH:33][CH:32]=[CH:31][CH:30]=4)[N:26]=3)[CH2:11][CH:12]([C:14]3[CH:19]=[CH:18][C:17]([CH2:20][CH3:21])=[CH:16][CH:15]=3)[CH2:13]2)=[O:7])[CH2:5][CH2:4][CH2:3][CH2:2]1. (6) Given the reactants [CH2:1]([N:4]([CH2:13][CH2:14][CH3:15])[C:5](/[CH:7]=[C:8](\[CH3:12])/[C:9]([OH:11])=O)=[O:6])[CH2:2][CH3:3].Cl.CN(C)CCCN=C=NCC.ON1C2C=CC=CC=2N=N1.[C:38]([O:42][C:43]([N:45]1[C@@H:50]([C@@H:51]([OH:63])[C@@H:52]([NH2:62])[CH2:53][C:54]2[CH:59]=[C:58]([F:60])[CH:57]=[C:56]([F:61])[CH:55]=2)[CH2:49][O:48][C@@H:47]([CH2:64][O:65][CH:66]2[CH2:71][CH2:70][CH2:69][CH2:68][CH2:67]2)[CH2:46]1)=[O:44])([CH3:41])([CH3:40])[CH3:39], predict the reaction product. The product is: [C:38]([O:42][C:43]([N:45]1[C@@H:50]([C@@H:51]([OH:63])[C@@H:52]([NH:62][C:9](=[O:11])/[C:8](/[CH3:12])=[CH:7]/[C:5](=[O:6])[N:4]([CH2:1][CH2:2][CH3:3])[CH2:13][CH2:14][CH3:15])[CH2:53][C:54]2[CH:59]=[C:58]([F:60])[CH:57]=[C:56]([F:61])[CH:55]=2)[CH2:49][O:48][C@@H:47]([CH2:64][O:65][CH:66]2[CH2:71][CH2:70][CH2:69][CH2:68][CH2:67]2)[CH2:46]1)=[O:44])([CH3:41])([CH3:39])[CH3:40]. (7) Given the reactants ClC(Cl)(Cl)C[O:4][C:5](=O)[NH:6][C:7]1[C:8]([CH3:27])=[C:9]([CH3:26])[C:10]2[O:14][CH2:13][CH:12]([C:15]3[CH:20]=[CH:19][C:18]([CH:21]([CH3:23])[CH3:22])=[CH:17][CH:16]=3)[C:11]=2[C:24]=1[CH3:25].[CH3:31][N:32]([CH3:36])[CH2:33][CH2:34][NH2:35], predict the reaction product. The product is: [CH3:31][N:32]([CH3:36])[CH2:33][CH2:34][NH:35][C:5]([NH:6][C:7]1[C:8]([CH3:27])=[C:9]([CH3:26])[C:10]2[O:14][CH2:13][CH:12]([C:15]3[CH:16]=[CH:17][C:18]([CH:21]([CH3:22])[CH3:23])=[CH:19][CH:20]=3)[C:11]=2[C:24]=1[CH3:25])=[O:4]. (8) Given the reactants [NH2:1][C:2]1[N:7]=[CH:6][C:5]([C:8]2[N:31](S(C3C=CC=CC=3)(=O)=O)[C:11]3=[N:12][CH:13]=[CH:14][C:15]([C:16]4[CH:17]=[CH:18][C:19]([O:24][CH:25]5[CH2:30][CH2:29][O:28][CH2:27][CH2:26]5)=[C:20]([CH:23]=4)[C:21]#[N:22])=[C:10]3[CH:9]=2)=[CH:4][CH:3]=1.C(=O)([O-])[O-].[Cs+].[Cs+].FC(F)(F)CO, predict the reaction product. The product is: [NH2:1][C:2]1[N:7]=[CH:6][C:5]([C:8]2[NH:31][C:11]3=[N:12][CH:13]=[CH:14][C:15]([C:16]4[CH:17]=[CH:18][C:19]([O:24][CH:25]5[CH2:30][CH2:29][O:28][CH2:27][CH2:26]5)=[C:20]([CH:23]=4)[C:21]#[N:22])=[C:10]3[CH:9]=2)=[CH:4][CH:3]=1. (9) Given the reactants [CH3:1][O:2][C:3]1[CH:4]=[CH:5][C:6]([N+:15]([O-])=O)=[C:7]([CH:14]=1)[O:8][CH2:9][CH2:10][N:11]([CH3:13])[CH3:12].[H][H], predict the reaction product. The product is: [CH3:13][N:11]([CH3:12])[CH2:10][CH2:9][O:8][C:7]1[CH:14]=[C:3]([O:2][CH3:1])[CH:4]=[CH:5][C:6]=1[NH2:15]. (10) The product is: [CH3:1][N:2]([CH2:13][C:14]1[N:18]([CH2:19][C@@H:20]2[CH2:25][CH2:24][CH2:23][N:22](/[C:52](/[NH:61][C:62](=[O:68])[O:63][C:64]([CH3:67])([CH3:66])[CH3:65])=[N:53]/[C:54](=[O:60])[O:55][C:56]([CH3:59])([CH3:58])[CH3:57])[CH2:21]2)[C:17]2[CH:26]=[CH:27][CH:28]=[CH:29][C:16]=2[N:15]=1)[C@H:3]1[C:12]2[N:11]=[CH:10][CH:9]=[CH:8][C:7]=2[CH2:6][CH2:5][CH2:4]1. Given the reactants [CH3:1][N:2]([CH2:13][C:14]1[N:18]([CH2:19][C@@H:20]2[CH2:25][CH2:24][CH2:23][NH:22][CH2:21]2)[C:17]2[CH:26]=[CH:27][CH:28]=[CH:29][C:16]=2[N:15]=1)[C@H:3]1[C:12]2[N:11]=[CH:10][CH:9]=[CH:8][C:7]=2[CH2:6][CH2:5][CH2:4]1.CN(CC1N(CCCN/[C:52](/[NH:61][C:62](=[O:68])[O:63][C:64]([CH3:67])([CH3:66])[CH3:65])=[N:53]\[C:54](=[O:60])[O:55][C:56]([CH3:59])([CH3:58])[CH3:57])C2C=CC=CC=2N=1)C1C2N=CC=CC=2CCC1, predict the reaction product.